This data is from Reaction yield outcomes from USPTO patents with 853,638 reactions. The task is: Predict the reaction yield, written as a fraction of the theoretical maximum amount of product (1.0 means a 100% yield; for example, 0.34 means a 34% yield). The reactants are [NH2:1][C:2]1[CH:7]=[C:6]([CH2:8][CH3:9])[C:5]([NH:10][S:11]([C:14]2[CH:19]=[CH:18][C:17]([CH3:20])=[CH:16][CH:15]=2)(=[O:13])=[O:12])=[C:4]([CH2:21][CH3:22])[CH:3]=1.Br[CH2:24][CH2:25][O:26][CH2:27][CH2:28]Br.C(N(CC)C(C)C)(C)C.CN1CCCC1. The catalyst is C(OCC)(=O)C. The product is [CH2:8]([C:6]1[CH:7]=[C:2]([N:1]2[CH2:28][CH2:27][O:26][CH2:25][CH2:24]2)[CH:3]=[C:4]([CH2:21][CH3:22])[C:5]=1[NH:10][S:11]([C:14]1[CH:19]=[CH:18][C:17]([CH3:20])=[CH:16][CH:15]=1)(=[O:13])=[O:12])[CH3:9]. The yield is 0.910.